Dataset: Full USPTO retrosynthesis dataset with 1.9M reactions from patents (1976-2016). Task: Predict the reactants needed to synthesize the given product. (1) Given the product [CH3:10][O:11][C:12]([C:14]1[NH:18][C:17]2[CH:19]=[CH:20][C:21]([NH:23][C:24](=[O:31])[C:25]3[CH:30]=[CH:29][CH:28]=[CH:27][CH:26]=3)=[CH:22][C:16]=2[N:15]=1)=[O:13], predict the reactants needed to synthesize it. The reactants are: CCN(C(C)C)C(C)C.[CH3:10][O:11][C:12]([C:14]1[NH:18][C:17]2[CH:19]=[CH:20][C:21]([NH2:23])=[CH:22][C:16]=2[N:15]=1)=[O:13].[C:24](Cl)(=[O:31])[C:25]1[CH:30]=[CH:29][CH:28]=[CH:27][CH:26]=1. (2) Given the product [CH:22]1([CH2:26][O:27][NH:28][C:46]([C:45]2[C:37]([NH:36][C:33]3[CH:34]=[CH:35][C:30]([Br:29])=[CH:31][C:32]=3[F:55])=[CH:38][C:39](=[O:54])[N:40]3[C:44]=2[CH:43]2[O:49][C:50]([CH3:53])([CH3:52])[O:51][CH:42]2[CH2:41]3)=[O:47])[CH2:25][CH2:24][CH2:23]1, predict the reactants needed to synthesize it. The reactants are: CCN=C=NCCCN(C)C.C1C=CC2N(O)N=NC=2C=1.[CH:22]1([CH2:26][O:27][NH2:28])[CH2:25][CH2:24][CH2:23]1.[Br:29][C:30]1[CH:35]=[CH:34][C:33]([NH:36][C:37]2[C:45]([C:46](O)=[O:47])=[C:44]3[N:40]([CH2:41][CH:42]4[O:51][C:50]([CH3:53])([CH3:52])[O:49][CH:43]43)[C:39](=[O:54])[CH:38]=2)=[C:32]([F:55])[CH:31]=1. (3) The reactants are: [Cl:1][C:2]1[CH:7]=[CH:6][C:5]([S:8]([N:11]2[CH2:16][CH2:15][CH2:14][C@@H:13]([NH:17][C:18]3[N:23]=[C:22]([C:24]4[N:31]5[C:27]([S:28][CH:29]=[CH:30]5)=[N:26][C:25]=4[C:32]4[CH:33]=[C:34]([CH:41]=[CH:42][CH:43]=4)[C:35](N(OC)C)=[O:36])[CH:21]=[CH:20][N:19]=3)[CH2:12]2)(=[O:10])=[O:9])=[CH:4][CH:3]=1.[H-].[Al+3].[Li+].[H-].[H-].[H-]. Given the product [Cl:1][C:2]1[CH:7]=[CH:6][C:5]([S:8]([N:11]2[CH2:16][CH2:15][CH2:14][C@@H:13]([NH:17][C:18]3[N:23]=[C:22]([C:24]4[N:31]5[C:27]([S:28][CH:29]=[CH:30]5)=[N:26][C:25]=4[C:32]4[CH:33]=[C:34]([CH:41]=[CH:42][CH:43]=4)[CH:35]=[O:36])[CH:21]=[CH:20][N:19]=3)[CH2:12]2)(=[O:10])=[O:9])=[CH:4][CH:3]=1, predict the reactants needed to synthesize it.